From a dataset of Reaction yield outcomes from USPTO patents with 853,638 reactions. Predict the reaction yield, written as a fraction of the theoretical maximum amount of product (1.0 means a 100% yield; for example, 0.34 means a 34% yield). (1) The reactants are [F:1][C:2]1[C:7]2[C:8]([C:18](=[O:21])[NH:19][CH3:20])=[C:9]([C:11]3[CH:16]=[CH:15][C:14]([F:17])=[CH:13][CH:12]=3)[O:10][C:6]=2[CH:5]=[C:4]([CH2:22][O:23][CH3:24])[C:3]=1[C:25]1[C:26]([CH3:36])=[CH:27][C:28]([O:34][CH3:35])=[C:29]([CH:33]=1)[C:30](O)=[O:31].C(N(C(C)C)C(C)C)C.Cl.[C:47]12([NH2:52])[CH2:51][CH:49]([CH2:50]1)[CH2:48]2.CN(C(ON1N=NC2C=CC=NC1=2)=[N+](C)C)C.F[P-](F)(F)(F)(F)F. The catalyst is CN(C=O)C. The product is [C:47]12([NH:52][C:30]([C:29]3[C:28]([O:34][CH3:35])=[CH:27][C:26]([CH3:36])=[C:25]([C:3]4[C:4]([CH2:22][O:23][CH3:24])=[CH:5][C:6]5[O:10][C:9]([C:11]6[CH:12]=[CH:13][C:14]([F:17])=[CH:15][CH:16]=6)=[C:8]([C:18]([NH:19][CH3:20])=[O:21])[C:7]=5[C:2]=4[F:1])[CH:33]=3)=[O:31])[CH2:51][CH:49]([CH2:50]1)[CH2:48]2. The yield is 0.980. (2) The reactants are Cl.[O:2]1[CH2:7][CH2:6][N:5]([CH2:8][CH2:9][O:10][C:11]2[CH:18]=[CH:17][C:14](C=O)=[CH:13][C:12]=2[N+:19]([O-:21])=[O:20])[CH2:4][CH2:3]1.[CH:22]([O:27][CH3:28])([O:25][CH3:26])OC.Cl.C(=O)([O-])[O-].[K+].[K+]. The catalyst is ClCCl.CO. The product is [CH3:28][O:27][CH:22]([O:25][CH3:26])[C:14]1[CH:17]=[CH:18][C:11]([O:10][CH2:9][CH2:8][N:5]2[CH2:4][CH2:3][O:2][CH2:7][CH2:6]2)=[C:12]([N+:19]([O-:21])=[O:20])[CH:13]=1. The yield is 0.970. (3) The reactants are [NH:1]1[CH2:4][CH:3]([CH2:5][O:6][C:7]2[CH:16]=[C:15]3[C:10]([CH:11]([C:18]4[CH:23]=[CH:22][C:21]([S:24][CH3:25])=[CH:20][CH:19]=4)[CH2:12][N:13]([CH3:17])[CH2:14]3)=[CH:9][CH:8]=2)[CH2:2]1.Br[CH2:27][CH2:28][F:29].C([O-])([O-])=O.[K+].[K+]. The catalyst is C(#N)C. The product is [F:29][CH2:28][CH2:27][N:1]1[CH2:4][CH:3]([CH2:5][O:6][C:7]2[CH:16]=[C:15]3[C:10]([CH:11]([C:18]4[CH:19]=[CH:20][C:21]([S:24][CH3:25])=[CH:22][CH:23]=4)[CH2:12][N:13]([CH3:17])[CH2:14]3)=[CH:9][CH:8]=2)[CH2:2]1. The yield is 0.270.